This data is from Experimentally validated miRNA-target interactions with 360,000+ pairs, plus equal number of negative samples. The task is: Binary Classification. Given a miRNA mature sequence and a target amino acid sequence, predict their likelihood of interaction. (1) The miRNA is mmu-miR-880-5p with sequence UACUCAGAUUGAUAUGAGUCA. The protein sequence of the target gene is MTKLSAQVKGSLNITTPGLQIWRIEAMQMVPVPSSTFGSFFDGDCYIILAIHKTASSLSYDIHYWIGQDSSLDEQGAAAIYTTQMDDFLKGRAVQHREVQGNESEAFRGYFKQGLVIRKGGVASGMKHVETNSYDVQRLLHVKGKRNVVAGEVEMSWKSFNRGDVFLLDLGKLIIQWNGPESTRMERLRGMTLAKEIRDQERGGRTYVGVVDGENELASPKLMEVMNHVLGKRRELKAAVPDTVVEPALKAALKLYHVSDSEGNLVVREVATRPLTQDLLSHEDCYILDQGGLKIYVWKG.... Result: 0 (no interaction). (2) The miRNA is hsa-miR-6748-5p with sequence UGUGGGUGGGAAGGACUGGAUU. The protein sequence of the target gene is MAHLLGSQACMDSLRKDLTDLQGTIVDVFSRAGPVRFPSWKFPDRVACDLDMVALLEHYDHVPGDPEFTQLSHAVLLELVIDRLLLLLQSCASYLENLSVEQMMPPARAAGPCMSVGLTVRRFWSNLLRLGLLYQQAVPQKRANQGEISITKPTAKGEPARSPECMTAKFIKPPSPVPGLPLICQGLQSIPVRVSLRSPGGTSEKTKSVYSQTVETALVPCDACTSVQGSLWEVGKVVISLCQSQNLPSSLGQFQKLVKDSLGLKPLPAATVGHWAAEQSKDLTRLNKHVGALTQLVGPL.... Result: 0 (no interaction). (3) The miRNA is hsa-miR-146a-3p with sequence CCUCUGAAAUUCAGUUCUUCAG. The protein sequence of the target gene is MSRKQNQKDSSGFIFDLQSNTVLAQGGAFENMKEKINAVRAIVPNKSNNEIILVLQHFDNCVDKTVQAFMEGSASEVLKEWTVTGKKKNKKKKNKPKPAAEPSNGIPDSSKSVSIQEEQSAPSSEKGGMNGYHVNGAINDTESVDSLSEGLETLSIDARELEDPESAMLDTLDRTGSMLQNGVSDFETKSLTMHSIHNSQQPRNAAKSLSRPTTETQFSNMGMEDVPLATSKKLSSNIEKSVKDLQRCTVSLARYRVVVKEEMDASIKKMKQAFAELESCLMDREVALLAEMDKVKAEAM.... Result: 1 (interaction). (4) The miRNA is hsa-miR-944 with sequence AAAUUAUUGUACAUCGGAUGAG. The protein sequence of the target gene is MALPPFFGQGRPGPPPPQPPPPAPFGCPPPPLPSPAFPPPLPQRPGPFPGASAPFLQPPLALQPRASAEASRGGGGAGAFYPVPPPPLPPPPPQCRPFPGTDAGERPRPPPPGPGPPWSPRWPEAPPPPADVLGDAALQRLRDRQWLEAVFGTPRRAGCPVPQRTHAGPSLGEVRARLLRALRLVRRLRGLSQALREAEADGAAWVLLYSQTAPLRAELAERLQPLTQAAYVGEARRRLERVRRRRLRLRERAREREAEREAEAARAVEREQEIDRWRVKCVQEVEEKKREQELKAAADG.... Result: 0 (no interaction).